From a dataset of Forward reaction prediction with 1.9M reactions from USPTO patents (1976-2016). Predict the product of the given reaction. (1) Given the reactants [NH2:1][C:2]1[CH:3]=[C:4]2[C:8](=[CH:9][CH:10]=1)[CH2:7][CH2:6][CH2:5]2.C1(CN)CCCCC1.[O:19]=[C:20]1[C:28]2([CH2:32][O:31][C:30]3[CH:33]=[C:34]4[C:38](=[CH:39][C:29]2=3)[CH2:37][CH2:36][O:35]4)[C:27]2[C:22](=[CH:23][CH:24]=[CH:25][CH:26]=2)[N:21]1[CH2:40][C:41]1[CH:49]=[CH:48][C:44]([C:45](O)=[O:46])=[CH:43][CH:42]=1.O=C1C2(COC3C=C4C(=CC2=3)CCO4)C2C(=CC=CC=2)N1CC1C=C(C=CC=1)C(O)=O, predict the reaction product. The product is: [CH2:7]1[C:8]2[C:4](=[CH:3][C:2]([NH:1][C:45](=[O:46])[C:44]3[CH:48]=[CH:49][C:41]([CH2:40][N:21]4[C:22]5[C:27](=[CH:26][CH:25]=[CH:24][CH:23]=5)[C:28]5([CH2:32][O:31][C:30]6[CH:33]=[C:34]7[C:38](=[CH:39][C:29]5=6)[CH2:37][CH2:36][O:35]7)[C:20]4=[O:19])=[CH:42][CH:43]=3)=[CH:10][CH:9]=2)[CH2:5][CH2:6]1. (2) Given the reactants [OH:1][C:2]1[CH:3]=[C:4]([CH:8]=[CH:9][CH:10]=1)[C:5]([OH:7])=[O:6].[K].CC(C)([O-])C.[CH3:17][O:18][C:19]1[CH:26]=[CH:25][C:22]([CH2:23]Cl)=[CH:21][CH:20]=1, predict the reaction product. The product is: [OH:1][C:2]1[CH:3]=[C:4]([CH:8]=[CH:9][CH:10]=1)[C:5]([O:7][CH2:23][C:22]1[CH:25]=[CH:26][C:19]([O:18][CH3:17])=[CH:20][CH:21]=1)=[O:6]. (3) Given the reactants [N+:1]([CH:4]([CH2:11][CH2:12][CH2:13][CH2:14][CH2:15][CH2:16][CH2:17][CH2:18][CH2:19][CH2:20][CH2:21][CH2:22][CH2:23][CH2:24][CH2:25][CH2:26][CH3:27])[CH2:5][CH2:6][C:7]([O:9]C)=[O:8])([O-:3])=[O:2].[Li+].[OH-].Cl, predict the reaction product. The product is: [N+:1]([CH:4]([CH2:11][CH2:12][CH2:13][CH2:14][CH2:15][CH2:16][CH2:17][CH2:18][CH2:19][CH2:20][CH2:21][CH2:22][CH2:23][CH2:24][CH2:25][CH2:26][CH3:27])[CH2:5][CH2:6][C:7]([OH:9])=[O:8])([O-:3])=[O:2]. (4) Given the reactants [C:1]([C:4]1[C:9]([C:10]2[CH:15]=[CH:14][CH:13]=[CH:12][CH:11]=2)=[N:8][NH:7][C:6](=[O:16])[CH:5]=1)(=[O:3])[CH3:2].C(=O)([O-])[O-].[K+].[K+].Br[CH2:24][CH:25]1[CH2:27][CH2:26]1, predict the reaction product. The product is: [C:1]([C:4]1[C:9]([C:10]2[CH:11]=[CH:12][CH:13]=[CH:14][CH:15]=2)=[N:8][N:7]([CH2:24][CH:25]2[CH2:27][CH2:26]2)[C:6](=[O:16])[CH:5]=1)(=[O:3])[CH3:2]. (5) Given the reactants [Br:1][C:2]1[CH:11]=[CH:10][C:5]([C:6](Cl)=[N:7][OH:8])=[CH:4][CH:3]=1.[CH2:12]([OH:15])[C:13]#[CH:14].C(N(CC)CC)C, predict the reaction product. The product is: [Br:1][C:2]1[CH:11]=[CH:10][C:5]([C:6]2[CH:14]=[C:13]([CH2:12][OH:15])[O:8][N:7]=2)=[CH:4][CH:3]=1. (6) Given the reactants [NH2:1][C@@H:2]1[CH2:7][CH2:6][CH2:5][N:4](C(OC(C)(C)C)=O)[CH2:3]1.[Br:15][C:16]1[CH:24]=[C:23]2[C:19]([CH:20]=[C:21]([C:25](O)=[O:26])[NH:22]2)=[C:18]([F:28])[CH:17]=1.N, predict the reaction product. The product is: [Br:15][C:16]1[CH:24]=[C:23]2[C:19]([CH:20]=[C:21]([C:25]([NH:1][C@@H:2]3[CH2:7][CH2:6][CH2:5][NH:4][CH2:3]3)=[O:26])[NH:22]2)=[C:18]([F:28])[CH:17]=1. (7) Given the reactants [Br:1][C:2]1[CH:3]=[C:4]2[C:8](=[CH:9][CH:10]=1)[NH:7][C:6]([C:11]([O:13][CH2:14][CH3:15])=[O:12])=[C:5]2[O:16][CH2:17][C:18]1[CH:23]=[CH:22][CH:21]=[CH:20][CH:19]=1.[F:24][C:25]1[CH:32]=[CH:31][C:28]([CH2:29]Br)=[CH:27][CH:26]=1.[H-].[Na+], predict the reaction product. The product is: [Br:1][C:2]1[CH:3]=[C:4]2[C:8](=[CH:9][CH:10]=1)[N:7]([CH2:29][C:28]1[CH:31]=[CH:32][C:25]([F:24])=[CH:26][CH:27]=1)[C:6]([C:11]([O:13][CH2:14][CH3:15])=[O:12])=[C:5]2[O:16][CH2:17][C:18]1[CH:19]=[CH:20][CH:21]=[CH:22][CH:23]=1.